Dataset: Full USPTO retrosynthesis dataset with 1.9M reactions from patents (1976-2016). Task: Predict the reactants needed to synthesize the given product. Given the product [CH3:17][S:18]([O:8][CH:5]1[CH2:6][CH2:7][C:2]([CH3:9])([CH3:1])[CH2:3][CH2:4]1)(=[O:20])=[O:19], predict the reactants needed to synthesize it. The reactants are: [CH3:1][C:2]1([CH3:9])[CH2:7][CH2:6][CH:5]([OH:8])[CH2:4][CH2:3]1.C(N(CC)CC)C.[CH3:17][S:18](Cl)(=[O:20])=[O:19].